From a dataset of Catalyst prediction with 721,799 reactions and 888 catalyst types from USPTO. Predict which catalyst facilitates the given reaction. (1) Reactant: [CH3:1][C:2]1[CH:7]=[CH:6][C:5]([C:8]2[N:12]=[C:11]([CH:13]3[CH2:16][N:15]([C:17]([O:19][CH3:20])=[O:18])[CH2:14]3)[O:10][N:9]=2)=[CH:4][C:3]=1[NH:21][C:22]([C:24]1[N:28]2[CH:29]=[C:30]([CH2:33][CH2:34][C:35](=[O:37])[CH3:36])[CH:31]=[CH:32][C:27]2=[N:26][CH:25]=1)=[O:23].[CH3:38][Mg]Br. Product: [OH:37][C:35]([CH3:38])([CH3:36])[CH2:34][CH2:33][C:30]1[CH:31]=[CH:32][C:27]2[N:28]([C:24]([C:22]([NH:21][C:3]3[CH:4]=[C:5]([C:8]4[N:12]=[C:11]([CH:13]5[CH2:14][N:15]([C:17]([O:19][CH3:20])=[O:18])[CH2:16]5)[O:10][N:9]=4)[CH:6]=[CH:7][C:2]=3[CH3:1])=[O:23])=[CH:25][N:26]=2)[CH:29]=1. The catalyst class is: 1. (2) Reactant: [NH2:1][C:2]1[CH:7]=[CH:6][N:5]([CH2:8][CH2:9][CH2:10][CH2:11][CH2:12][CH3:13])[C:4](=[O:14])[N:3]=1.[NH:15]1[CH:19]=[CH:18][N:17]=[CH:16]1.C1C[O:23]CC1. Product: [NH2:17][CH2:18][CH2:19][NH:15][C:16]([NH:1][C:2]1[CH:7]=[CH:6][N:5]([CH2:8][CH2:9][CH2:10][CH2:11][CH2:12][CH3:13])[C:4](=[O:14])[N:3]=1)=[O:23]. The catalyst class is: 2. (3) Reactant: [Cl:1][C:2]1[CH:3]=[C:4]([N:8]2[N:12]=[N:11][C:10]([CH:13]3[CH2:18][O:17][CH2:16][CH2:15][N:14]3C(OC(C)(C)C)=O)=[N:9]2)[CH:5]=[CH:6][CH:7]=1.FC(F)(F)C(O)=O.C(=O)([O-])[O-].[Na+].[Na+]. Product: [Cl:1][C:2]1[CH:3]=[C:4]([N:8]2[N:12]=[N:11][C:10]([CH:13]3[CH2:18][O:17][CH2:16][CH2:15][NH:14]3)=[N:9]2)[CH:5]=[CH:6][CH:7]=1. The catalyst class is: 4.